This data is from Reaction yield outcomes from USPTO patents with 853,638 reactions. The task is: Predict the reaction yield, written as a fraction of the theoretical maximum amount of product (1.0 means a 100% yield; for example, 0.34 means a 34% yield). The reactants are [NH2:1][C:2]1[C:7]([OH:8])=[CH:6][C:5]([C:9]2[CH:14]=[CH:13][C:12]([O:15][CH2:16][CH2:17][N:18]3[CH2:23][CH2:22][O:21][CH2:20][CH2:19]3)=[CH:11][CH:10]=2)=[CH:4][N:3]=1.NC1C(O)=CC(C2C=CC=CC=2)=CN=1.[H-].[Na+].Br[CH2:41][C:42]1[CH:47]=[CH:46][CH:45]=[C:44]([N+:48]([O-:50])=[O:49])[CH:43]=1.Cl. The catalyst is CN(C=O)C. The product is [N:18]1([CH2:17][CH2:16][O:15][C:12]2[CH:13]=[CH:14][C:9]([C:5]3[CH:6]=[C:7]([O:8][CH2:41][C:42]4[CH:47]=[CH:46][CH:45]=[C:44]([N+:48]([O-:50])=[O:49])[CH:43]=4)[C:2]([NH2:1])=[N:3][CH:4]=3)=[CH:10][CH:11]=2)[CH2:23][CH2:22][O:21][CH2:20][CH2:19]1. The yield is 0.680.